This data is from NCI-60 drug combinations with 297,098 pairs across 59 cell lines. The task is: Regression. Given two drug SMILES strings and cell line genomic features, predict the synergy score measuring deviation from expected non-interaction effect. (1) Drug 1: COC1=C2C(=CC3=C1OC=C3)C=CC(=O)O2. Drug 2: COCCOC1=C(C=C2C(=C1)C(=NC=N2)NC3=CC=CC(=C3)C#C)OCCOC.Cl. Cell line: ACHN. Synergy scores: CSS=18.2, Synergy_ZIP=2.90, Synergy_Bliss=-0.612, Synergy_Loewe=-18.9, Synergy_HSA=-6.24. (2) Drug 1: CC(C)(C#N)C1=CC(=CC(=C1)CN2C=NC=N2)C(C)(C)C#N. Drug 2: C1=NNC2=C1C(=O)NC=N2. Cell line: M14. Synergy scores: CSS=0.254, Synergy_ZIP=0.200, Synergy_Bliss=1.25, Synergy_Loewe=0.657, Synergy_HSA=-0.852. (3) Drug 1: CC1=C(C=C(C=C1)NC(=O)C2=CC=C(C=C2)CN3CCN(CC3)C)NC4=NC=CC(=N4)C5=CN=CC=C5. Drug 2: N.N.Cl[Pt+2]Cl. Cell line: SF-295. Synergy scores: CSS=36.3, Synergy_ZIP=0.0995, Synergy_Bliss=-0.340, Synergy_Loewe=-22.2, Synergy_HSA=-2.66. (4) Drug 1: CCC1(CC2CC(C3=C(CCN(C2)C1)C4=CC=CC=C4N3)(C5=C(C=C6C(=C5)C78CCN9C7C(C=CC9)(C(C(C8N6C)(C(=O)OC)O)OC(=O)C)CC)OC)C(=O)OC)O.OS(=O)(=O)O. Drug 2: COCCOC1=C(C=C2C(=C1)C(=NC=N2)NC3=CC=CC(=C3)C#C)OCCOC.Cl. Cell line: HOP-62. Synergy scores: CSS=20.2, Synergy_ZIP=-5.92, Synergy_Bliss=-8.34, Synergy_Loewe=3.07, Synergy_HSA=-2.58. (5) Drug 1: C(CC(=O)O)C(=O)CN.Cl. Drug 2: CC1C(C(CC(O1)OC2CC(CC3=C2C(=C4C(=C3O)C(=O)C5=C(C4=O)C(=CC=C5)OC)O)(C(=O)CO)O)N)O.Cl. Cell line: T-47D. Synergy scores: CSS=36.4, Synergy_ZIP=-1.34, Synergy_Bliss=-2.51, Synergy_Loewe=-23.2, Synergy_HSA=-1.07.